Task: Predict the reactants needed to synthesize the given product.. Dataset: Full USPTO retrosynthesis dataset with 1.9M reactions from patents (1976-2016) (1) Given the product [Cl:1][C:2]1[CH:3]=[C:4]([CH:7]=[C:8]([O:10][CH2:27][C:28]([F:31])([F:30])[F:29])[CH:9]=1)[CH:5]=[O:6], predict the reactants needed to synthesize it. The reactants are: [Cl:1][C:2]1[CH:3]=[C:4]([CH:7]=[C:8]([OH:10])[CH:9]=1)[CH:5]=[O:6].C(=O)([O-])[O-].[K+].[K+].C1(C)C=CC(S(O[CH2:27][C:28]([F:31])([F:30])[F:29])(=O)=O)=CC=1. (2) Given the product [Cl:1][C:2]1[N:10]=[C:9]2[C:5]([N:6]=[C:7]([C:17]([OH:21])([CH2:19][CH3:20])[CH3:18])[NH:8]2)=[C:4]([N:22]2[CH2:27][CH2:26][O:25][CH2:24][CH2:23]2)[N:3]=1, predict the reactants needed to synthesize it. The reactants are: [Cl:1][C:2]1[N:10]=[C:9]2[C:5]([N:6]=[C:7]([C:17]([OH:21])([CH2:19][CH3:20])[CH3:18])[N:8]2C2CCCCO2)=[C:4]([N:22]2[CH2:27][CH2:26][O:25][CH2:24][CH2:23]2)[N:3]=1.C1(C)C=CC(S(O)(=O)=O)=CC=1. (3) Given the product [CH2:8]1[C:4]2([CH2:9][CH2:10][CH2:11][CH:12]=[C:3]2[C:1](=[O:14])[CH3:2])[CH2:5][CH2:6][CH2:7]1, predict the reactants needed to synthesize it. The reactants are: [C:1]([C:3]1[C:4]2([CH2:9][CH2:10][CH2:11][CH:12]=1)[CH2:8][CH2:7][CH2:6][CH2:5]2)#[CH:2].S(=O)(=O)(O)[OH:14].[OH-].[Na+]. (4) Given the product [CH2:27]([N:3]([CH2:1][CH3:2])[CH2:4][CH2:5][N:6]([CH2:21][CH:22]=[O:23])[C:7](=[O:20])[CH2:8][CH2:9][O:10][CH2:11][CH2:12][C:13]1[CH:18]=[CH:17][CH:16]=[C:15]([Cl:19])[CH:14]=1)[CH3:28], predict the reactants needed to synthesize it. The reactants are: [CH2:1]([N:3]([CH2:27][CH3:28])[CH2:4][CH2:5][N:6]([CH2:21][CH:22](OC)[O:23]C)[C:7](=[O:20])[CH2:8][CH2:9][O:10][CH2:11][CH2:12][C:13]1[CH:18]=[CH:17][CH:16]=[C:15]([Cl:19])[CH:14]=1)[CH3:2].FC(F)(F)C(O)=O. (5) Given the product [NH:16]1[C:24]2[C:19](=[CH:20][CH:21]=[C:22](/[C:25](=[C:3]3/[C:2](=[O:10])[NH:1][C:9]4[C:4]/3=[CH:5][CH:6]=[CH:7][CH:8]=4)/[CH3:26])[CH:23]=2)[CH:18]=[N:17]1, predict the reactants needed to synthesize it. The reactants are: [NH:1]1[C:9]2[C:4](=[CH:5][CH:6]=[CH:7][CH:8]=2)[CH2:3][C:2]1=[O:10].N1CCCC1.[NH:16]1[C:24]2[C:19](=[CH:20][CH:21]=[C:22]([C:25](=O)[CH3:26])[CH:23]=2)[CH:18]=[N:17]1. (6) Given the product [CH3:27][O:26][C:24](=[O:25])[CH2:28][CH2:29][C:30]([NH:1][C:2]1[C:15]2[C:14]3[C:9](=[CH:10][CH:11]=[CH:12][CH:13]=3)[C:8](=[O:16])[C:7](=[O:17])[C:6]=2[CH:5]=[CH:4][CH:3]=1)=[O:31], predict the reactants needed to synthesize it. The reactants are: [NH2:1][C:2]1[C:15]2[C:14]3[C:9](=[CH:10][CH:11]=[CH:12][CH:13]=3)[C:8](=[O:16])[C:7](=[O:17])[C:6]=2[CH:5]=[CH:4][CH:3]=1.C([O-])([O-])=O.[Na+].[Na+].[C:24]([CH2:28][CH2:29][C:30](Cl)=[O:31])([O:26][CH3:27])=[O:25]. (7) Given the product [CH:1]1([CH2:7][C@H:8]([CH2:12][C:13]([N:15]2[CH2:20][CH2:19][O:18][CH2:17][CH2:16]2)=[O:14])[C:9]([NH:28][C@H:29]([CH:30]([OH:31])[C:32]2[N:36]=[C:35]([C:37]([F:40])([F:39])[F:38])[O:34][N:33]=2)[CH2:41][CH3:42])=[O:11])[CH2:2][CH2:3][CH2:4][CH2:5][CH2:6]1, predict the reactants needed to synthesize it. The reactants are: [CH:1]1([CH2:7][C@H:8]([CH2:12][C:13]([N:15]2[CH2:20][CH2:19][O:18][CH2:17][CH2:16]2)=[O:14])[C:9]([OH:11])=O)[CH2:6][CH2:5][CH2:4][CH2:3][CH2:2]1.FC(F)(F)C(O)=O.[NH2:28][CH:29]([CH2:41][CH3:42])[C@@H:30]([C:32]1[N:36]=[C:35]([C:37]([F:40])([F:39])[F:38])[O:34][N:33]=1)[OH:31].F[P-](F)(F)(F)(F)F.N1(OC(N(C)C)=[N+](C)C)C2N=CC=CC=2N=N1.C(N(C(C)C)CC)(C)C. (8) Given the product [CH2:1]([O:8][C:9]1[CH:14]=[CH:13][C:12]([CH2:15][C:16]([NH2:24])=[O:17])=[CH:11][C:10]=1[CH3:19])[C:2]1[CH:7]=[CH:6][CH:5]=[CH:4][CH:3]=1, predict the reactants needed to synthesize it. The reactants are: [CH2:1]([O:8][C:9]1[CH:14]=[CH:13][C:12]([CH2:15][C:16](O)=[O:17])=[CH:11][C:10]=1[CH3:19])[C:2]1[CH:7]=[CH:6][CH:5]=[CH:4][CH:3]=1.S(Cl)(Cl)=O.[NH3:24]. (9) The reactants are: F[C:2]1[CH:7]=[CH:6][CH:5]=[CH:4][N:3]=1.[Cl:8][C:9]1[N:14]=[CH:13][C:12]([CH2:15][NH2:16])=[CH:11][CH:10]=1.C(=O)(O)[O-].[Na+]. Given the product [Cl:8][C:9]1[N:14]=[CH:13][C:12]([CH2:15][NH:16][C:2]2[CH:7]=[CH:6][CH:5]=[CH:4][N:3]=2)=[CH:11][CH:10]=1, predict the reactants needed to synthesize it.